From a dataset of Forward reaction prediction with 1.9M reactions from USPTO patents (1976-2016). Predict the product of the given reaction. (1) Given the reactants Cl[CH2:2][C:3]1[N:4]=[N:5][C:6]2[C:7](=[C:9]([NH2:14])[N:10]=[C:11]([NH2:13])[N:12]=2)[N:8]=1.[NH:15]1[CH2:20][CH2:19][NH:18][CH2:17][CH2:16]1, predict the reaction product. The product is: [N:15]1([CH2:2][C:3]2[N:4]=[N:5][C:6]3[C:7](=[C:9]([NH2:14])[N:10]=[C:11]([NH2:13])[N:12]=3)[N:8]=2)[CH2:20][CH2:19][NH:18][CH2:17][CH2:16]1. (2) Given the reactants C([O:8][C:9]1[CH:19]=[CH:18][C:17]([S:20]([C:23]2[CH:28]=[CH:27][C:26]([CH2:29][CH2:30][N:31]([CH2:38][C:39]3[CH:44]=[CH:43][CH:42]=[CH:41][CH:40]=3)[C:32](=[O:37])[C:33]([F:36])([F:35])[F:34])=[CH:25][CH:24]=2)(=[O:22])=[O:21])=[CH:16][C:10]=1[C:11]([O:13][CH2:14][CH3:15])=[O:12])C1C=CC=CC=1.[H][H], predict the reaction product. The product is: [CH2:38]([N:31]([C:32](=[O:37])[C:33]([F:36])([F:35])[F:34])[CH2:30][CH2:29][C:26]1[CH:27]=[CH:28][C:23]([S:20]([C:17]2[CH:18]=[CH:19][C:9]([OH:8])=[C:10]([CH:16]=2)[C:11]([O:13][CH2:14][CH3:15])=[O:12])(=[O:22])=[O:21])=[CH:24][CH:25]=1)[C:39]1[CH:40]=[CH:41][CH:42]=[CH:43][CH:44]=1. (3) The product is: [CH3:23][C:22]([CH3:25])([CH3:24])[C:21]([O:27][CH2:28][N:12]1[C:11]2[N:10]=[CH:9][N:8]([CH2:1][C:2]3[CH:7]=[CH:6][CH:5]=[CH:4][CH:3]=3)[C:16]=2[C:15](=[O:17])[NH:14][C:13]1=[O:18])=[O:26]. Given the reactants [CH2:1]([N:8]1[C:16]2[C:15](=[O:17])[NH:14][C:13](=[O:18])[NH:12][C:11]=2[N:10]=[CH:9]1)[C:2]1[CH:7]=[CH:6][CH:5]=[CH:4][CH:3]=1.[H-].[Na+].[C:21]([O:27][CH2:28]Cl)(=[O:26])[C:22]([CH3:25])([CH3:24])[CH3:23], predict the reaction product. (4) The product is: [F:1][C:2]1[CH:7]=[C:6]([S:8][CH3:9])[C:5]([C:10]([OH:12])=[O:11])=[CH:4][C:3]=1[CH:14]1[CH2:19][CH2:18][N:17]([C:20]([O:22][CH2:23][C:24]2[CH:25]=[CH:26][CH:27]=[CH:28][CH:29]=2)=[O:21])[CH2:16][CH2:15]1. Given the reactants [F:1][C:2]1[CH:7]=[C:6]([S:8][CH3:9])[C:5]([C:10]([O:12]C)=[O:11])=[CH:4][C:3]=1[CH:14]1[CH2:19][CH2:18][N:17]([C:20]([O:22][CH2:23][C:24]2[CH:29]=[CH:28][CH:27]=[CH:26][CH:25]=2)=[O:21])[CH2:16][CH2:15]1.O.[Li+].[OH-], predict the reaction product. (5) Given the reactants C(OC([N:8]1[CH2:11][CH:10]([C:12]2[S:13][C:14]3[CH:20]=[CH:19][CH:18]=[CH:17][C:15]=3[N:16]=2)[CH2:9]1)=O)(C)(C)C.[C:21]([OH:27])([C:23]([F:26])([F:25])[F:24])=[O:22], predict the reaction product. The product is: [F:24][C:23]([F:26])([F:25])[C:21]([OH:27])=[O:22].[S:13]1[C:14]2[CH:20]=[CH:19][CH:18]=[CH:17][C:15]=2[N:16]=[C:12]1[CH:10]1[CH2:9][NH:8][CH2:11]1. (6) Given the reactants [N+:1]([C:4]1[C:5]([CH3:15])=[C:6]([C:10]([CH3:14])=[CH:11][C:12]=1[CH3:13])[C:7]([OH:9])=O)([O-:3])=[O:2].C1C[O:19][CH2:18][CH2:17]1, predict the reaction product. The product is: [C:18]([O:9][CH2:7][C:6]1[C:10]([CH3:14])=[CH:11][C:12]([CH3:13])=[C:4]([N+:1]([O-:3])=[O:2])[C:5]=1[CH3:15])(=[O:19])[CH3:17].